Dataset: Full USPTO retrosynthesis dataset with 1.9M reactions from patents (1976-2016). Task: Predict the reactants needed to synthesize the given product. (1) The reactants are: [C:1]([O:5][C:6](=[O:25])[NH:7][C@H:8]1[CH2:14][CH2:13][C@@H:12]([O:15][Si](C(C)(C)C)(C)C)[CH2:11][N:10]([CH3:23])[C:9]1=[O:24])([CH3:4])([CH3:3])[CH3:2].[F-].C([N+](CCCC)(CCCC)CCCC)CCC.O. Given the product [C:1]([O:5][C:6](=[O:25])[NH:7][C@H:8]1[CH2:14][CH2:13][C@@H:12]([OH:15])[CH2:11][N:10]([CH3:23])[C:9]1=[O:24])([CH3:4])([CH3:2])[CH3:3], predict the reactants needed to synthesize it. (2) Given the product [C:30]([C:29]1[CH:28]=[N:27][CH:26]=[CH:25][C:24]=1[CH2:23][O:22][C:19]1[CH:18]=[N:17][C:16]([N:11]2[CH2:12][CH2:13][N:14]([C:32]([O:40][CH2:41][C:42]([F:45])([F:44])[F:43])=[O:33])[CH2:15][C@H:10]2[CH3:9])=[N:21][CH:20]=1)#[N:31], predict the reactants needed to synthesize it. The reactants are: C(N(CC)CC)C.Cl.[CH3:9][C@@H:10]1[CH2:15][NH:14][CH2:13][CH2:12][N:11]1[C:16]1[N:21]=[CH:20][C:19]([O:22][CH2:23][C:24]2[C:29]([C:30]#[N:31])=[CH:28][N:27]=[CH:26][CH:25]=2)=[CH:18][N:17]=1.[C:32](=O)([O:40][CH2:41][C:42]([F:45])([F:44])[F:43])[O:33]C1C=CC=CC=1.FC(F)(F)CO.